From a dataset of Forward reaction prediction with 1.9M reactions from USPTO patents (1976-2016). Predict the product of the given reaction. Given the reactants C(OC([N:8]1[CH2:13][CH2:12][CH:11]2[C:14]3[CH:20]=[CH:19][C:18]([S:21]([C:24]4[CH:29]=[CH:28][CH:27]=[C:26]([OH:30])[CH:25]=4)(=[O:23])=[O:22])=[CH:17][C:15]=3[O:16][CH:10]2[CH2:9]1)=O)(C)(C)C.Br[CH2:32][CH:33]1[CH2:38][CH2:37][O:36][CH2:35][CH2:34]1.C(=O)([O-])[O-].[Cs+].[Cs+], predict the reaction product. The product is: [O:36]1[CH2:37][CH2:38][CH:33]([CH2:32][O:30][C:26]2[CH:25]=[C:24]([S:21]([C:18]3[CH:19]=[CH:20][C:14]4[CH:11]5[CH2:12][CH2:13][NH:8][CH2:9][CH:10]5[O:16][C:15]=4[CH:17]=3)(=[O:23])=[O:22])[CH:29]=[CH:28][CH:27]=2)[CH2:34][CH2:35]1.